Task: Predict which catalyst facilitates the given reaction.. Dataset: Catalyst prediction with 721,799 reactions and 888 catalyst types from USPTO (1) Reactant: Br[C:2]1[C:3]([CH3:19])=[C:4]([N:8]2[C:17](=[O:18])[C:16]3[C:11](=[CH:12][CH:13]=[CH:14][CH:15]=3)[N:10]=[CH:9]2)[CH:5]=[CH:6][CH:7]=1.[CH3:20][C:21]1([CH3:37])[C:25]([CH3:27])([CH3:26])[O:24][B:23]([B:23]2[O:24][C:25]([CH3:27])([CH3:26])[C:21]([CH3:37])([CH3:20])[O:22]2)[O:22]1.C([O-])(=O)C.[K+].C(Cl)Cl. Product: [CH3:19][C:3]1[C:2]([B:23]2[O:24][C:25]([CH3:27])([CH3:26])[C:21]([CH3:37])([CH3:20])[O:22]2)=[CH:7][CH:6]=[CH:5][C:4]=1[N:8]1[C:17](=[O:18])[C:16]2[C:11](=[CH:12][CH:13]=[CH:14][CH:15]=2)[N:10]=[CH:9]1. The catalyst class is: 800. (2) Reactant: C(OC([N:8]1[CH2:13][CH2:12][N:11]([C:14]2[N:19]=[C:18]([C:20]3[CH:25]=[CH:24][N:23]=[C:22](F)[CH:21]=3)[CH:17]=[C:16]([C:27](=[O:29])[NH2:28])[CH:15]=2)[CH2:10][CH2:9]1)=O)(C)(C)C.[NH2:30][CH2:31][CH2:32][C:33]1[CH:38]=[CH:37][C:36]([OH:39])=[CH:35][CH:34]=1.C(N(C(C)C)C(C)C)C.FC(F)(F)C(O)=O. Product: [OH:39][C:36]1[CH:37]=[CH:38][C:33]([CH2:32][CH2:31][NH:30][C:22]2[CH:21]=[C:20]([C:18]3[CH:17]=[C:16]([C:27]([NH2:28])=[O:29])[CH:15]=[C:14]([N:11]4[CH2:12][CH2:13][NH:8][CH2:9][CH2:10]4)[N:19]=3)[CH:25]=[CH:24][N:23]=2)=[CH:34][CH:35]=1. The catalyst class is: 60. (3) Reactant: [Br:1][C:2]1[CH:3]=[C:4]([CH:7]=O)[S:5][CH:6]=1.[S:9]1[CH2:13][C:12](=[O:14])[NH:11][C:10]1=[O:15].N1CCCCC1. Product: [Br:1][C:2]1[CH:3]=[C:4]([CH:7]=[C:13]2[S:9][C:10](=[O:15])[NH:11][C:12]2=[O:14])[S:5][CH:6]=1. The catalyst class is: 8.